Dataset: HIV replication inhibition screening data with 41,000+ compounds from the AIDS Antiviral Screen. Task: Binary Classification. Given a drug SMILES string, predict its activity (active/inactive) in a high-throughput screening assay against a specified biological target. (1) The drug is COC(=O)NC(Nc1ccccn1)(C(F)(F)F)C(F)(F)F. The result is 0 (inactive). (2) The molecule is CC(C)CN1CC(=O)N2CCCC(c3ccccc3)N2C(=O)C1. The result is 0 (inactive).